The task is: Predict the product of the given reaction.. This data is from Forward reaction prediction with 1.9M reactions from USPTO patents (1976-2016). (1) Given the reactants [Cl:1][C:2]1[CH:7]=[CH:6][C:5]([C:8]2[C:15]3[C:14](=[O:16])[N:13]=[C:12]([C:17]4[CH:22]=[CH:21][C:20]([Cl:23])=[CH:19][CH:18]=4)[C:11]=3[C:10](=[O:24])[N:9]=2)=[CH:4][CH:3]=1.[C:25]([O:35]C([O-])=O)([O:27][CH:28]([CH2:30][CH2:31][CH2:32][CH2:33][CH3:34])[CH3:29])=O, predict the reaction product. The product is: [CH3:29][CH:28]([O:27][C:25]([N:13]1[C:12]([C:17]2[CH:22]=[CH:21][C:20]([Cl:23])=[CH:19][CH:18]=2)=[C:11]2[C:15](=[C:8]([C:5]3[CH:4]=[CH:3][C:2]([Cl:1])=[CH:7][CH:6]=3)[N:9]([C:25]([O:27][CH:28]([CH2:30][CH2:31][CH2:32][CH2:33][CH3:34])[CH3:29])=[O:35])[C:10]2=[O:24])[C:14]1=[O:16])=[O:35])[CH2:30][CH2:31][CH2:32][CH2:33][CH3:34]. (2) Given the reactants C([Mg]Cl)(C)C.I[C:7]1[CH:14]=[CH:13][C:10]([C:11]#[N:12])=[CH:9][CH:8]=1.[O:15]1[CH2:18][C:17](=CC(OCC)=O)[CH2:16]1.[Cl-].[NH4+].C([O:29]CC)C, predict the reaction product. The product is: [OH:29][C:17]1([C:7]2[CH:14]=[CH:13][C:10]([C:11]#[N:12])=[CH:9][CH:8]=2)[CH2:16][O:15][CH2:18]1. (3) Given the reactants Br[C:2]1[CH:3]=[C:4]([CH:7]=[C:8]([N:10]2[CH2:15][CH2:14][C:13]3[N:16]=[C:17]([C:19]4[CH:24]=[CH:23][CH:22]=[CH:21][N:20]=4)[O:18][C:12]=3[CH2:11]2)[CH:9]=1)[C:5]#[N:6].[NH:25]1[CH2:30][CH2:29][O:28][CH2:27][CH2:26]1.C(O[Na])(C)(C)C.C1C=CC(P(C2C(C3C(P(C4C=CC=CC=4)C4C=CC=CC=4)=CC=C4C=3C=CC=C4)=C3C(C=CC=C3)=CC=2)C2C=CC=CC=2)=CC=1, predict the reaction product. The product is: [O:28]1[CH2:29][CH2:30][N:25]([C:2]2[CH:3]=[C:4]([CH:7]=[C:8]([N:10]3[CH2:15][CH2:14][C:13]4[N:16]=[C:17]([C:19]5[CH:24]=[CH:23][CH:22]=[CH:21][N:20]=5)[O:18][C:12]=4[CH2:11]3)[CH:9]=2)[C:5]#[N:6])[CH2:26][CH2:27]1. (4) Given the reactants [NH2:1][CH2:2][C@@H:3]([OH:18])[CH2:4][N:5]1[CH2:10][CH2:9][N:8]([C:11]([O:13][C:14]([CH3:17])([CH3:16])[CH3:15])=[O:12])[CH2:7][CH2:6]1.C(N(C(C)C)CC)(C)C.[C:28](Cl)([O:30][CH2:31][C:32]1[CH:37]=[CH:36][CH:35]=[CH:34][CH:33]=1)=[O:29].O, predict the reaction product. The product is: [CH2:31]([O:30][C:28]([NH:1][CH2:2][C@@H:3]([OH:18])[CH2:4][N:5]1[CH2:10][CH2:9][N:8]([C:11]([O:13][C:14]([CH3:15])([CH3:17])[CH3:16])=[O:12])[CH2:7][CH2:6]1)=[O:29])[C:32]1[CH:37]=[CH:36][CH:35]=[CH:34][CH:33]=1.